Dataset: Full USPTO retrosynthesis dataset with 1.9M reactions from patents (1976-2016). Task: Predict the reactants needed to synthesize the given product. Given the product [Si:18]([O:25][C:26]1[CH:31]=[CH:30][C:29]([N:14]2[C:15](=[O:16])[C:10]3[CH:9]=[C:8]([C:5]4[CH:4]=[CH:3][C:2]([Cl:1])=[CH:7][CH:6]=4)[O:17][C:11]=3[N:12]=[CH:13]2)=[CH:28][C:27]=1[O:35][CH3:36])([C:21]([CH3:24])([CH3:23])[CH3:22])([CH3:19])[CH3:20], predict the reactants needed to synthesize it. The reactants are: [Cl:1][C:2]1[CH:7]=[CH:6][C:5]([C:8]2[O:17][C:11]3[N:12]=[CH:13][NH:14][C:15](=[O:16])[C:10]=3[CH:9]=2)=[CH:4][CH:3]=1.[Si:18]([O:25][C:26]1[CH:31]=[CH:30][C:29](B(O)O)=[CH:28][C:27]=1[O:35][CH3:36])([C:21]([CH3:24])([CH3:23])[CH3:22])([CH3:20])[CH3:19].C(N(CC)CC)C.N1C=CC=CC=1.